Dataset: Catalyst prediction with 721,799 reactions and 888 catalyst types from USPTO. Task: Predict which catalyst facilitates the given reaction. (1) Reactant: [NH:1]1[CH2:6][CH2:5][CH:4]([O:7][C:8]2[CH:13]=[CH:12][C:11]([CH:14]3[CH2:19][CH2:18][N:17]([C:20]([O:22][CH2:23][C:24]4[CH:29]=[CH:28][CH:27]=[CH:26][CH:25]=4)=[O:21])[CH2:16][CH2:15]3)=[CH:10][CH:9]=2)[CH2:3][CH2:2]1.C(O)(=O)C.[CH3:34][C:35]([CH3:37])=O.C(O[BH-](OC(=O)C)OC(=O)C)(=O)C.[Na+]. Product: [CH3:34][CH:35]([N:1]1[CH2:6][CH2:5][CH:4]([O:7][C:8]2[CH:9]=[CH:10][C:11]([CH:14]3[CH2:15][CH2:16][N:17]([C:20]([O:22][CH2:23][C:24]4[CH:25]=[CH:26][CH:27]=[CH:28][CH:29]=4)=[O:21])[CH2:18][CH2:19]3)=[CH:12][CH:13]=2)[CH2:3][CH2:2]1)[CH3:37]. The catalyst class is: 4. (2) Reactant: [CH2:1]([O:8][C:9]1[CH:14]=[CH:13][C:12]([NH:15][C:16](=[O:28])[NH:17][CH2:18][CH2:19][NH:20]C(=O)OC(C)(C)C)=[CH:11][CH:10]=1)[C:2]1[CH:7]=[CH:6][CH:5]=[CH:4][CH:3]=1.[ClH:29]. Product: [ClH:29].[NH2:20][CH2:19][CH2:18][NH:17][C:16]([NH:15][C:12]1[CH:13]=[CH:14][C:9]([O:8][CH2:1][C:2]2[CH:7]=[CH:6][CH:5]=[CH:4][CH:3]=2)=[CH:10][CH:11]=1)=[O:28]. The catalyst class is: 71. (3) Reactant: [Cl:1][C:2]1[CH:17]=[CH:16][C:5]2[NH:6][C:7]3[CH:15]=[CH:14][CH:13]=[CH:12][C:8]=3[C:9](=O)[NH:10][C:4]=2[CH:3]=1.O=P(Cl)(Cl)[Cl:20].C1(C)C=CC=CC=1. Product: [Cl:1][C:2]1[CH:17]=[CH:16][C:5]2[NH:6][C:7]3[CH:15]=[CH:14][CH:13]=[CH:12][C:8]=3[C:9]([Cl:20])=[N:10][C:4]=2[CH:3]=1. The catalyst class is: 12. (4) Reactant: Br[C:2]1[CH:3]=[C:4]([NH:10][C@@H:11]2[CH2:16][CH2:15][CH2:14][CH2:13][C@@H:12]2[NH:17][C:18](=[O:24])[O:19][C:20]([CH3:23])([CH3:22])[CH3:21])[CH:5]=[CH:6][C:7]=1[C:8]#[N:9].[CH3:25][N:26]1[C:34]2[CH:33]=[CH:32][CH:31]=[C:30]([NH2:35])[C:29]=2[CH:28]=[CH:27]1.C1C=CC(P(C2C(C3C(P(C4C=CC=CC=4)C4C=CC=CC=4)=CC=C4C=3C=CC=C4)=C3C(C=CC=C3)=CC=2)C2C=CC=CC=2)=CC=1.C([O-])([O-])=O.[K+].[K+]. Product: [C:8]([C:7]1[CH:6]=[CH:5][C:4]([NH:10][C@@H:11]2[CH2:16][CH2:15][CH2:14][CH2:13][C@@H:12]2[NH:17][C:18](=[O:24])[O:19][C:20]([CH3:23])([CH3:22])[CH3:21])=[CH:3][C:2]=1[NH:35][C:30]1[CH:31]=[CH:32][CH:33]=[C:34]2[C:29]=1[CH:28]=[CH:27][N:26]2[CH3:25])#[N:9]. The catalyst class is: 231. (5) Product: [Br:20][C:7]1[C:6]2[C:11](=[C:2]([F:1])[CH:3]=[CH:4][CH:5]=2)[C:10](=[O:12])[N:9]([CH2:13][C:14]2[O:15][CH:16]=[CH:17][N:18]=2)[C:8]=1[CH3:19]. The catalyst class is: 9. Reactant: [F:1][C:2]1[CH:3]=[CH:4][CH:5]=[C:6]2[C:11]=1[C:10](=[O:12])[N:9]([CH2:13][C:14]1[O:15][CH:16]=[CH:17][N:18]=1)[C:8]([CH3:19])=[CH:7]2.[Br:20]N1C(=O)CCC1=O.C(OCC)C.C(OCC)(=O)C. (6) Reactant: [CH3:1][N:2]1[CH2:7][CH2:6][N:5]([C:8]2[C:16]3[C:11](=[CH:12][C:13]([C:17]([O-:19])=O)=[CH:14][CH:15]=3)[NH:10][N:9]=2)[CH2:4][CH2:3]1.[Li+].C(Cl)CCl.C1C=CC2N(O)N=NC=2C=1.CCN(CC)CC.[Cl:42][C:43]1[CH:50]=[C:49]([Cl:51])[CH:48]=[CH:47][C:44]=1[CH2:45][NH2:46]. Product: [Cl:42][C:43]1[CH:50]=[C:49]([Cl:51])[CH:48]=[CH:47][C:44]=1[CH2:45][NH:46][C:17]([C:13]1[CH:12]=[C:11]2[C:16]([C:8]([N:5]3[CH2:4][CH2:3][N:2]([CH3:1])[CH2:7][CH2:6]3)=[N:9][NH:10]2)=[CH:15][CH:14]=1)=[O:19]. The catalyst class is: 39. (7) Reactant: [ClH:1].O1CCOCC1.C(OC([N:15]1[CH2:20][CH2:19][O:18][C@@H:17]([C:21]([N:23]([CH2:27][C:28]2[CH:33]=[CH:32][C:31]([O:34][CH2:35][C:36]3[CH:41]=[CH:40][CH:39]=[CH:38][CH:37]=3)=[C:30]([O:42][CH2:43][CH2:44][CH2:45][O:46][CH3:47])[CH:29]=2)[CH:24]2[CH2:26][CH2:25]2)=[O:22])[CH2:16]1)=O)(C)(C)C. Product: [ClH:1].[CH2:35]([O:34][C:31]1[CH:32]=[CH:33][C:28]([CH2:27][N:23]([CH:24]2[CH2:25][CH2:26]2)[C:21]([C@@H:17]2[O:18][CH2:19][CH2:20][NH:15][CH2:16]2)=[O:22])=[CH:29][C:30]=1[O:42][CH2:43][CH2:44][CH2:45][O:46][CH3:47])[C:36]1[CH:37]=[CH:38][CH:39]=[CH:40][CH:41]=1. The catalyst class is: 22. (8) Reactant: [NH2:1][CH2:2][CH:3]1[CH2:8][CH2:7][CH2:6][CH2:5][CH2:4]1.[C:9](O)(=[O:16])[CH2:10][CH2:11][CH2:12][CH2:13][CH2:14][CH3:15].Cl.C(N=C=NCCCN(C)C)C. Product: [CH:3]1([CH2:2][NH:1][C:9](=[O:16])[CH2:10][CH2:11][CH2:12][CH2:13][CH2:14][CH3:15])[CH2:8][CH2:7][CH2:6][CH2:5][CH2:4]1. The catalyst class is: 64.